Dataset: Reaction yield outcomes from USPTO patents with 853,638 reactions. Task: Predict the reaction yield, written as a fraction of the theoretical maximum amount of product (1.0 means a 100% yield; for example, 0.34 means a 34% yield). (1) The reactants are Cl[C:2]1[CH:7]=[C:6]([O:8][C:9]2[C:14]([F:15])=[CH:13][C:12]([NH:16][C:17]([C:19]3[C:20](=[O:35])[N:21]([C:28]4[CH:33]=[CH:32][C:31]([F:34])=[CH:30][CH:29]=4)[CH:22]=[CH:23][C:24]=3[O:25][CH2:26][CH3:27])=[O:18])=[C:11]([F:36])[CH:10]=2)[CH:5]=[CH:4][N:3]=1.[C:37]([NH2:40])(=[O:39])[CH3:38].CC1(C)C2C(=C(P(C3C=CC=CC=3)C3C=CC=CC=3)C=CC=2)OC2C(P(C3C=CC=CC=3)C3C=CC=CC=3)=CC=CC1=2.C([O-])([O-])=O.[Cs+].[Cs+]. The catalyst is O1CCOCC1.C1C=CC(/C=C/C(/C=C/C2C=CC=CC=2)=O)=CC=1.C1C=CC(/C=C/C(/C=C/C2C=CC=CC=2)=O)=CC=1.C1C=CC(/C=C/C(/C=C/C2C=CC=CC=2)=O)=CC=1.[Pd].[Pd]. The product is [C:37]([NH:40][C:2]1[CH:7]=[C:6]([O:8][C:9]2[C:14]([F:15])=[CH:13][C:12]([NH:16][C:17]([C:19]3[C:20](=[O:35])[N:21]([C:28]4[CH:29]=[CH:30][C:31]([F:34])=[CH:32][CH:33]=4)[CH:22]=[CH:23][C:24]=3[O:25][CH2:26][CH3:27])=[O:18])=[C:11]([F:36])[CH:10]=2)[CH:5]=[CH:4][N:3]=1)(=[O:39])[CH3:38]. The yield is 0.440. (2) The reactants are [C:1]([C:3]([C:6]1[CH:7]=[C:8]([CH:12]=[CH:13][CH:14]=1)[C:9]([OH:11])=O)([CH3:5])[CH3:4])#[N:2].C(Cl)(=O)C(Cl)=O.[NH2:21][C:22]1[CH:23]=[C:24]([CH:41]=[CH:42][C:43]=1[F:44])[O:25][C:26]1[CH:27]=[CH:28][C:29]2[N:30]([CH:32]=[C:33]([NH:35][C:36]([CH:38]3[CH2:40][CH2:39]3)=[O:37])[N:34]=2)[N:31]=1. The catalyst is O1CCCC1.CN(C)C=O.[OH-].[Na+]. The product is [C:1]([C:3]([C:6]1[CH:7]=[C:8]([CH:12]=[CH:13][CH:14]=1)[C:9]([NH:21][C:22]1[CH:23]=[C:24]([O:25][C:26]2[CH:27]=[CH:28][C:29]3[N:30]([CH:32]=[C:33]([NH:35][C:36]([CH:38]4[CH2:40][CH2:39]4)=[O:37])[N:34]=3)[N:31]=2)[CH:41]=[CH:42][C:43]=1[F:44])=[O:11])([CH3:4])[CH3:5])#[N:2]. The yield is 0.620. (3) The product is [F:28][C:23]1[CH:24]=[CH:25][CH:26]=[CH:27][C:22]=1[C:20]#[C:21][C:2]1[CH:3]=[N:4][CH:5]=[C:6]([CH:19]=1)[C:7]([N:9]=[S@@:10]([CH3:18])(=[O:17])[C:11]1[CH:16]=[CH:15][CH:14]=[CH:13][CH:12]=1)=[O:8]. The reactants are Br[C:2]1[CH:3]=[N:4][CH:5]=[C:6]([CH:19]=1)[C:7]([N:9]=[S@@:10]([CH3:18])(=[O:17])[C:11]1[CH:16]=[CH:15][CH:14]=[CH:13][CH:12]=1)=[O:8].[C:20]([C:22]1[CH:27]=[CH:26][CH:25]=[CH:24][C:23]=1[F:28])#[CH:21].C(N(CC)CC)C. The yield is 0.940. The catalyst is CCOC(C)=O.Cl[Pd](Cl)([P](C1C=CC=CC=1)(C1C=CC=CC=1)C1C=CC=CC=1)[P](C1C=CC=CC=1)(C1C=CC=CC=1)C1C=CC=CC=1.[Cu]I. (4) The reactants are [CH2:1]([N:3]1[CH2:8][C:7]([CH3:10])([CH3:9])[O:6][C:5](=[O:11])[CH:4]1[CH2:12][C:13]([OH:15])=O)[CH3:2].C(N(C(C)C)CC)(C)C.CN(C(ON1N=NC2C=CC=NC1=2)=[N+](C)C)C.F[P-](F)(F)(F)(F)F.[CH2:49]([NH2:56])[C:50]1[CH:55]=[CH:54][CH:53]=[CH:52][CH:51]=1. The catalyst is CN(C=O)C. The product is [CH2:49]([NH:56][C:13](=[O:15])[CH2:12][CH:4]1[C:5](=[O:11])[O:6][C:7]([CH3:9])([CH3:10])[CH2:8][N:3]1[CH2:1][CH3:2])[C:50]1[CH:55]=[CH:54][CH:53]=[CH:52][CH:51]=1. The yield is 0.460. (5) The product is [F:1][C:2]1[CH:3]=[CH:4][C:5]([C:8]2[C:13]([C:14]([O:16][CH3:17])=[O:15])=[C:12]([CH:18]([CH3:19])[CH3:20])[N:11]=[C:10]([O:21][S:38]([C:37]([F:43])([F:42])[F:36])(=[O:40])=[O:39])[N:9]=2)=[CH:6][CH:7]=1. The yield is 0.660. The reactants are [F:1][C:2]1[CH:7]=[CH:6][C:5]([C:8]2[C:13]([C:14]([O:16][CH3:17])=[O:15])=[C:12]([CH:18]([CH3:20])[CH3:19])[N:11]=[C:10]([OH:21])[N:9]=2)=[CH:4][CH:3]=1.C(N(CC)CC)C.C1(C)C=CC=CC=1.[F:36][C:37]([F:43])([F:42])[S:38](Cl)(=[O:40])=[O:39]. The catalyst is O.